Dataset: Reaction yield outcomes from USPTO patents with 853,638 reactions. Task: Predict the reaction yield, written as a fraction of the theoretical maximum amount of product (1.0 means a 100% yield; for example, 0.34 means a 34% yield). The reactants are [CH3:1][C:2]([O-:5])([CH3:4])[CH3:3].[K+].[CH:7]1([C:10](Cl)=[O:11])[CH2:9][CH2:8]1.C(=O)([O-])O.[Na+]. The yield is 0.910. The product is [C:2]([O:5][C:10]([CH:7]1[CH2:9][CH2:8]1)=[O:11])([CH3:4])([CH3:3])[CH3:1]. The catalyst is COC(C)(C)C.